Dataset: Peptide-MHC class I binding affinity with 185,985 pairs from IEDB/IMGT. Task: Regression. Given a peptide amino acid sequence and an MHC pseudo amino acid sequence, predict their binding affinity value. This is MHC class I binding data. (1) The peptide sequence is RTLLGLILFV. The MHC is HLA-A02:03 with pseudo-sequence HLA-A02:03. The binding affinity (normalized) is 0.348. (2) The peptide sequence is SPTPGPSNA. The MHC is HLA-B08:01 with pseudo-sequence HLA-B08:01. The binding affinity (normalized) is 0.331. (3) The peptide sequence is THEANTMAM. The MHC is HLA-B57:01 with pseudo-sequence HLA-B57:01. The binding affinity (normalized) is 0.0847. (4) The peptide sequence is FHEFLSSKL. The MHC is HLA-A02:03 with pseudo-sequence HLA-A02:03. The binding affinity (normalized) is 0.0847.